Dataset: Full USPTO retrosynthesis dataset with 1.9M reactions from patents (1976-2016). Task: Predict the reactants needed to synthesize the given product. (1) Given the product [C:15]([O:14][C:12]([N:10]([CH3:11])[CH2:9][C:8]([N:6]([CH2:5][C:4]([OH:20])=[O:3])[CH3:7])=[O:19])=[O:13])([CH3:18])([CH3:17])[CH3:16], predict the reactants needed to synthesize it. The reactants are: C([O:3][C:4](=[O:20])[CH2:5][N:6]([C:8](=[O:19])[CH2:9][N:10]([C:12]([O:14][C:15]([CH3:18])([CH3:17])[CH3:16])=[O:13])[CH3:11])[CH3:7])C.[Li+].[OH-]. (2) The reactants are: Br[C:2]1[CH:3]=[C:4]([CH:9]=[CH:10][N:11]=1)[C:5]([O:7][CH3:8])=[O:6].[Cl:12][C:13]1[CH:18]=[CH:17][CH:16]=[CH:15][C:14]=1B(O)O. Given the product [Cl:12][C:13]1[CH:18]=[CH:17][CH:16]=[CH:15][C:14]=1[C:2]1[CH:3]=[C:4]([CH:9]=[CH:10][N:11]=1)[C:5]([O:7][CH3:8])=[O:6], predict the reactants needed to synthesize it. (3) Given the product [CH3:34][C:33]1[CH:32]=[C:31]([CH3:35])[NH:30][C:29](=[O:36])[C:28]=1[CH2:27][NH:26][C:7](=[O:8])[C:6]1[CH:10]=[C:11]([C:13]([F:16])([F:15])[F:14])[CH:12]=[C:4]([N:3]([CH2:1][CH3:2])[CH:18]2[CH2:23][CH2:22][N:21]([CH3:24])[CH2:20][CH2:19]2)[C:5]=1[CH3:17], predict the reactants needed to synthesize it. The reactants are: [CH2:1]([N:3]([CH:18]1[CH2:23][CH2:22][N:21]([CH3:24])[CH2:20][CH2:19]1)[C:4]1[C:5]([CH3:17])=[C:6]([CH:10]=[C:11]([C:13]([F:16])([F:15])[F:14])[CH:12]=1)[C:7](O)=[O:8])[CH3:2].Cl.[NH2:26][CH2:27][C:28]1[C:29](=[O:36])[NH:30][C:31]([CH3:35])=[CH:32][C:33]=1[CH3:34].C1CN([P+](ON2N=NC3C=CC=CC2=3)(N2CCCC2)N2CCCC2)CC1.F[P-](F)(F)(F)(F)F.CCN(C(C)C)C(C)C. (4) Given the product [NH4+:5].[OH-:2].[CH3:32][C:31]1[C:26]([CH2:25][N:14]([CH2:13][C:10]2[CH:11]=[CH:12][C:7]([CH2:6][NH:5][CH2:4][CH2:3][OH:2])=[CH:8][C:9]=2[CH2:34][OH:35])[CH:15]2[C:24]3[N:23]=[CH:22][CH:21]=[CH:20][C:19]=3[CH2:18][CH2:17][CH2:16]2)=[N:27][CH:28]=[C:29]([CH3:33])[CH:30]=1, predict the reactants needed to synthesize it. The reactants are: C[O:2][C:3](=O)[CH2:4][NH:5][CH2:6][C:7]1[CH:12]=[CH:11][C:10]([CH2:13][N:14]([CH2:25][C:26]2[C:31]([CH3:32])=[CH:30][C:29]([CH3:33])=[CH:28][N:27]=2)[CH:15]2[C:24]3[N:23]=[CH:22][CH:21]=[CH:20][C:19]=3[CH2:18][CH2:17][CH2:16]2)=[C:9]([CH2:34][OH:35])[CH:8]=1.[H-].[H-].[H-].[H-].[Li+].[Al+3]. (5) Given the product [Br:15][C:16]1[CH:17]=[C:18]2[C:19](=[CH:25][CH:26]=1)[C:20](=[O:21])[N:1]([CH2:2][CH:3]([C:9]1([CH3:14])[O:10][CH2:11][CH2:12][O:13]1)[C:4]([O:6][CH2:7][CH3:8])=[O:5])[C:23]2=[O:22], predict the reactants needed to synthesize it. The reactants are: [NH2:1][CH2:2][CH:3]([C:9]1([CH3:14])[O:13][CH2:12][CH2:11][O:10]1)[C:4]([O:6][CH2:7][CH3:8])=[O:5].[Br:15][C:16]1[CH:17]=[C:18]2[C:23](=O)[O:22][C:20](=[O:21])[C:19]2=[CH:25][CH:26]=1.